Dataset: Catalyst prediction with 721,799 reactions and 888 catalyst types from USPTO. Task: Predict which catalyst facilitates the given reaction. Reactant: [C:1]1([C:8]2[CH:13]=[CH:12][CH:11]=[CH:10][CH:9]=2)[C:2]([NH2:7])=[CH:3][CH:4]=[CH:5][CH:6]=1.P(=O)(O)(O)O.[N+]([O-])(O)=O.[N:23]([O-])=O.[Na+].C([O-])(=O)C.[K+].[C:32]([CH2:35][C:36](=[O:38])[CH3:37])(=[O:34])[CH3:33]. Product: [C:1]1([C:8]2[CH:9]=[CH:10][CH:11]=[CH:12][CH:13]=2)[CH:6]=[CH:5][CH:4]=[CH:3][C:2]=1[NH:7][N:23]=[C:35]([C:36](=[O:38])[CH3:37])[C:32](=[O:34])[CH3:33]. The catalyst class is: 97.